This data is from Forward reaction prediction with 1.9M reactions from USPTO patents (1976-2016). The task is: Predict the product of the given reaction. The product is: [CH2:8]([N:11]([S:20]([CH2:23][C:24]1[CH:25]=[CH:26][CH:27]=[CH:28][CH:29]=1)(=[O:22])=[O:21])[C:12]([CH:14]1[CH2:15][CH2:16][N:17]([C:33](=[NH:37])[CH2:32][C:30]#[N:31])[CH2:18][CH2:19]1)=[O:13])[CH:9]=[CH2:10]. Given the reactants FC(F)(F)C(O)=O.[CH2:8]([N:11]([S:20]([CH2:23][C:24]1[CH:29]=[CH:28][CH:27]=[CH:26][CH:25]=1)(=[O:22])=[O:21])[C:12]([CH:14]1[CH2:19][CH2:18][NH:17][CH2:16][CH2:15]1)=[O:13])[CH:9]=[CH2:10].[C:30]([CH2:32][C:33](=[NH:37])OCC)#[N:31].CCN(C(C)C)C(C)C, predict the reaction product.